Dataset: Full USPTO retrosynthesis dataset with 1.9M reactions from patents (1976-2016). Task: Predict the reactants needed to synthesize the given product. Given the product [Cl:10][C:6]1[CH:5]=[C:4]([C:21]([C:23]([F:26])([F:25])[F:24])=[CH2:22])[CH:3]=[C:2]([Cl:1])[C:7]=1[C:23]([F:26])([F:25])[F:24], predict the reactants needed to synthesize it. The reactants are: [Cl:1][C:2]1[CH:3]=[C:4](B2OC(C)(C)C(C)(C)O2)[CH:5]=[C:6]([Cl:10])[C:7]=1OC.Br[C:21]([C:23]([F:26])([F:25])[F:24])=[CH2:22].C([O-])([O-])=O.[Cs+].[Cs+].